This data is from Reaction yield outcomes from USPTO patents with 853,638 reactions. The task is: Predict the reaction yield, written as a fraction of the theoretical maximum amount of product (1.0 means a 100% yield; for example, 0.34 means a 34% yield). (1) The reactants are C([O:8][C:9]1[CH:14]=[CH:13][C:12]([NH:15][C:16]2[N:21]=[C:20]([NH:22][CH:23]3[CH2:29][CH2:28][CH2:27][CH2:26][CH2:25][CH2:24]3)[N:19]=[C:18]([N:30]([CH3:37])[CH:31]3[CH2:36][CH2:35][NH:34][CH2:33][CH2:32]3)[N:17]=2)=[CH:11][C:10]=1Cl)C1C=CC=CC=1.C([O-])=O.[NH4+].C(Cl)Cl. The catalyst is O.CO.[Pd]. The product is [CH:23]1([NH:22][C:20]2[N:19]=[C:18]([N:30]([CH3:37])[CH:31]3[CH2:36][CH2:35][NH:34][CH2:33][CH2:32]3)[N:17]=[C:16]([NH:15][C:12]3[CH:11]=[CH:10][C:9]([OH:8])=[CH:14][CH:13]=3)[N:21]=2)[CH2:24][CH2:25][CH2:26][CH2:27][CH2:28][CH2:29]1. The yield is 0.440. (2) The reactants are [CH:1](=[C:6]1[CH2:10][CH2:9][CH:8]([CH2:11][CH2:12][CH2:13][CH2:14][CH3:15])[C:7]1=[O:16])[CH2:2][CH2:3][CH2:4][CH3:5]. The catalyst is [Pd].C(O)C. The product is [CH2:1]([CH:6]1[CH2:10][CH2:9][CH:8]([CH2:11][CH2:12][CH2:13][CH2:14][CH3:15])[C:7]1=[O:16])[CH2:2][CH2:3][CH2:4][CH3:5]. The yield is 0.470. (3) The reactants are Cl[C:2]1[N:3]=[C:4]([NH:20][C:21]2[CH:30]=[CH:29][CH:28]=[CH:27][C:22]=2[C:23]([NH:25][CH3:26])=[O:24])[C:5]2[C:10]([Cl:11])=[CH:9][N:8]([CH2:12][O:13][CH2:14][CH2:15][Si:16]([CH3:19])([CH3:18])[CH3:17])[C:6]=2[N:7]=1.[CH3:31][O:32][C:33]1[CH:39]=[CH:38][C:37]([N+:40]([O-:42])=[O:41])=[CH:36][C:34]=1[NH2:35].C([O-])([O-])=O.[K+].[K+]. The catalyst is CC(O)(C)C.C1C=CC(/C=C/C(/C=C/C2C=CC=CC=2)=O)=CC=1.C1C=CC(/C=C/C(/C=C/C2C=CC=CC=2)=O)=CC=1.C1C=CC(/C=C/C(/C=C/C2C=CC=CC=2)=O)=CC=1.[Pd].[Pd].CC(C1C=C(C(C)C)C(C2C=CC=CC=2P(C2CCCCC2)C2CCCCC2)=C(C(C)C)C=1)C. The product is [Cl:11][C:10]1[C:5]2[C:4]([NH:20][C:21]3[CH:30]=[CH:29][CH:28]=[CH:27][C:22]=3[C:23]([NH:25][CH3:26])=[O:24])=[N:3][C:2]([NH:35][C:34]3[CH:36]=[C:37]([N+:40]([O-:42])=[O:41])[CH:38]=[CH:39][C:33]=3[O:32][CH3:31])=[N:7][C:6]=2[N:8]([CH2:12][O:13][CH2:14][CH2:15][Si:16]([CH3:19])([CH3:18])[CH3:17])[CH:9]=1. The yield is 0.460. (4) The reactants are I[C:2]1[C:7]([NH:8][C:9](=[O:14])[C:10]([F:13])([F:12])[F:11])=[C:6]([O:15][CH:16]([CH3:18])[CH3:17])[C:5]([O:19][CH3:20])=[CH:4][CH:3]=1.[CH:21](N(CC)C(C)C)([CH3:23])[CH3:22].C#CC. The catalyst is CN(C=O)C.[Cu]I. The product is [CH:16]([O:15][C:6]1[C:5]([O:19][CH3:20])=[CH:4][CH:3]=[C:2]([C:22]#[C:21][CH3:23])[C:7]=1[NH:8][C:9](=[O:14])[C:10]([F:13])([F:12])[F:11])([CH3:18])[CH3:17]. The yield is 0.790. (5) The reactants are [CH2:1]([O:8][C:9]([NH:11][CH2:12][CH2:13][O:14][N:15]1C(=O)C2=CC=CC=C2C1=O)=[O:10])[C:2]1[CH:7]=[CH:6][CH:5]=[CH:4][CH:3]=1.O1CCCC1.CN. The catalyst is C(O)C. The product is [CH2:1]([O:8][C:9]([NH:11][CH2:12][CH2:13][O:14][NH2:15])=[O:10])[C:2]1[CH:3]=[CH:4][CH:5]=[CH:6][CH:7]=1. The yield is 0.950.